Dataset: Catalyst prediction with 721,799 reactions and 888 catalyst types from USPTO. Task: Predict which catalyst facilitates the given reaction. (1) Reactant: [CH3:1][C:2]1[C:6]2[CH:7]=[CH:8][CH:9]=[CH:10][C:5]=2[S:4][CH:3]=1.C([Li])CCC.[CH2:16]([N:19]1[CH2:24][CH2:23][C:22](=[O:25])[CH2:21][CH2:20]1)[CH:17]=[CH2:18]. Product: [OH:25][C:22]1([C:3]2[S:4][C:5]3[CH:10]=[CH:9][CH:8]=[CH:7][C:6]=3[C:2]=2[CH3:1])[CH2:23][CH2:24][N:19]([CH2:16][CH:17]=[CH2:18])[CH2:20][CH2:21]1. The catalyst class is: 334. (2) Product: [F:28][C:22]1[CH:23]=[CH:24][CH:25]=[C:26]([F:27])[C:21]=1[C:20]([NH:19][C:18]1[C:14]([C:11]2[NH:10][C:9]3[CH:8]=[CH:7][CH:6]=[C:5]([C:3]([OH:4])=[O:2])[C:13]=3[N:12]=2)=[N:15][NH:16][CH:17]=1)=[O:29]. Reactant: C[O:2][C:3]([C:5]1[C:13]2[N:12]=[C:11]([C:14]3[C:18]([NH:19][C:20](=[O:29])[C:21]4[C:26]([F:27])=[CH:25][CH:24]=[CH:23][C:22]=4[F:28])=[CH:17][NH:16][N:15]=3)[NH:10][C:9]=2[CH:8]=[CH:7][CH:6]=1)=[O:4].O.[OH-].[Li+]. The catalyst class is: 20. (3) Reactant: Br[C:2]1[N:6]([CH3:7])[CH:5]=[N:4][CH:3]=1.C([Mg]Cl)(C)C.[Li+].[Cl-].CON(C)[C:18]([C:20]1[S:24][C:23]([CH3:25])=[N:22][C:21]=1[CH3:26])=[O:19]. Product: [CH3:25][C:23]1[S:24][C:20]([C:18]([C:2]2[N:6]([CH3:7])[CH:5]=[N:4][CH:3]=2)=[O:19])=[C:21]([CH3:26])[N:22]=1. The catalyst class is: 1. (4) Reactant: [C:1]1([CH2:7][CH2:8][CH2:9][C@H:10]([C@H:15]([OH:17])[CH3:16])[C:11]([O:13]C)=[O:12])[CH:6]=[CH:5][CH:4]=[CH:3][CH:2]=1.[OH-].[Na+]. Product: [C:1]1([CH2:7][CH2:8][CH2:9][C@H:10]([C@H:15]([OH:17])[CH3:16])[C:11]([OH:13])=[O:12])[CH:6]=[CH:5][CH:4]=[CH:3][CH:2]=1. The catalyst class is: 36. (5) Reactant: [F:1][C:2]1[N:7]=[CH:6][C:5]([N:8]=[C:9]=[S:10])=[CH:4][CH:3]=1.[C:11]([O:15]C)(=O)[CH2:12][SH:13].C(N(CC)CC)C. Product: [F:1][C:2]1[N:7]=[CH:6][C:5]([N:8]2[C:11](=[O:15])[CH2:12][S:13][C:9]2=[S:10])=[CH:4][CH:3]=1. The catalyst class is: 4. (6) Reactant: Br[C:2]1[CH:3]=[N:4][CH:5]=[CH:6][CH:7]=1.C([Li])CCC.[O:13]=[C:14]([C:20]1[CH:25]=[CH:24][CH:23]=[CH:22][CH:21]=1)[C:15]([O:17][CH2:18][CH3:19])=[O:16]. Product: [OH:13][C:14]([C:20]1[CH:25]=[CH:24][CH:23]=[CH:22][CH:21]=1)([C:2]1[CH:3]=[N:4][CH:5]=[CH:6][CH:7]=1)[C:15]([O:17][CH2:18][CH3:19])=[O:16]. The catalyst class is: 28. (7) Reactant: O.[BrH:2].[Cl:3][C:4]1[CH:9]=[CH:8][CH:7]=[CH:6][C:5]=1[C@H:10]([N:15]1[CH2:20][CH2:19][C:18]2[S:21][CH:22]=[CH:23][C:17]=2[CH2:16]1)[C:11]([O:13][CH3:14])=[O:12].C(OC(=O)C)(C)C. Product: [BrH:2].[Cl:3][C:4]1[CH:9]=[CH:8][CH:7]=[CH:6][C:5]=1[C@H:10]([N:15]1[CH2:20][CH2:19][C:18]2[S:21][CH:22]=[CH:23][C:17]=2[CH2:16]1)[C:11]([O:13][CH3:14])=[O:12]. The catalyst class is: 10. (8) Reactant: [F:1][C:2](=[C:6]([F:8])[F:7])[CH2:3][CH2:4][OH:5].[S:9]([O-:12])([OH:11])=[O:10].[Na+:13].S([O-])([O-])=O.[Na+].[Na+]. Product: [F:7][C:6]([F:8])([S:9]([O-:12])(=[O:11])=[O:10])[CH:2]([F:1])[CH2:3][CH2:4][OH:5].[Na+:13]. The catalyst class is: 6. (9) Product: [CH2:8]([C@H:7]([CH2:15][CH:1]([CH3:3])[CH3:2])[OH:6])[C:9]1[CH:14]=[CH:13][CH:12]=[CH:11][CH:10]=1. The catalyst class is: 804. Reactant: [CH:1]([Mg]Cl)([CH3:3])[CH3:2].[O:6]1[CH2:15][C@H:7]1[CH2:8][C:9]1[CH:14]=[CH:13][CH:12]=[CH:11][CH:10]=1. (10) Reactant: C[O-].[K+].[CH3:4][O:5]CCOCCN(CCOCCOC)CCOCCOC.[CH2:26]([CH:28]([C:31]1[C:32]2[N:33]([C:38]([C:42]3[S:46][C:45]4[CH:47]=[CH:48][C:49](F)=[CH:50][C:44]=4[C:43]=3[CH3:52])=[C:39]([CH3:41])[N:40]=2)[N:34]=[C:35]([CH3:37])[CH:36]=1)[CH2:29][CH3:30])[CH3:27]. Product: [CH2:26]([CH:28]([C:31]1[C:32]2[N:33]([C:38]([C:42]3[S:46][C:45]4[CH:47]=[CH:48][C:49]([O:5][CH3:4])=[CH:50][C:44]=4[C:43]=3[CH3:52])=[C:39]([CH3:41])[N:40]=2)[N:34]=[C:35]([CH3:37])[CH:36]=1)[CH2:29][CH3:30])[CH3:27]. The catalyst class is: 46.